Task: Predict the reaction yield, written as a fraction of the theoretical maximum amount of product (1.0 means a 100% yield; for example, 0.34 means a 34% yield).. Dataset: Reaction yield outcomes from USPTO patents with 853,638 reactions (1) The reactants are [CH2:1]([N:3]1[C:11]2[C:6](=[CH:7][C:8]([N+:12]([O-])=O)=[CH:9][CH:10]=2)[CH2:5][C:4]1=[O:15])[CH3:2].[Cl-].[NH4+]. The catalyst is C(O)C.O.ClCCl.[Fe]. The product is [NH2:12][C:8]1[CH:7]=[C:6]2[C:11](=[CH:10][CH:9]=1)[N:3]([CH2:1][CH3:2])[C:4](=[O:15])[CH2:5]2. The yield is 0.890. (2) The reactants are [N+:1]([O-:4])([O-])=[O:2].[K+].[Cl:6][C:7]1[CH:14]=[CH:13][CH:12]=[C:11]([F:15])[C:8]=1[CH:9]=[O:10].N. The catalyst is S(=O)(=O)(O)O. The product is [Cl:6][C:7]1[C:14]([N+:1]([O-:4])=[O:2])=[CH:13][CH:12]=[C:11]([F:15])[C:8]=1[CH:9]=[O:10]. The yield is 0.910. (3) The reactants are [F:1][C:2]([F:21])([F:20])[C:3]1[CH:4]=[C:5]([NH:9][C:10]2[C:19]3[C:14](=[CH:15][CH:16]=[CH:17][CH:18]=3)[CH:13]=[CH:12][N:11]=2)[CH:6]=[CH:7][CH:8]=1.[Br-:22].[Br-].[Br-].C[N+](C)(C)C1C=CC=CC=1.C[N+](C1C=CC=CC=1)(C)C.C[N+](C1C=CC=CC=1)(C)C. The catalyst is O1CCCC1. The product is [Br:22][C:13]1[C:14]2[C:19](=[CH:18][CH:17]=[CH:16][CH:15]=2)[C:10]([NH:9][C:5]2[CH:6]=[CH:7][CH:8]=[C:3]([C:2]([F:1])([F:20])[F:21])[CH:4]=2)=[N:11][CH:12]=1. The yield is 0.720. (4) The reactants are Br[C:2]1[CH:6]=[C:5]([Si](C)(C)C)[S:4][C:3]=1[C:11]1[S:12][C:13]([Si](C)(C)C)=[CH:14][C:15]=1Br.C([Li])CCC.[CH3:26][CH:27]([CH2:39][CH2:40][CH2:41][CH:42]([CH3:44])[CH3:43])[CH2:28][CH2:29][Si:30]([CH2:33][CH2:34][CH2:35][CH2:36][CH2:37][CH3:38])(Cl)Cl.O. The catalyst is O1CCCC1.CCCCCC. The product is [CH3:26][CH:27]([CH2:39][CH2:40][CH2:41][CH:42]([CH3:43])[CH3:44])[CH2:28][CH2:29][Si:30]1([CH2:33][CH2:34][CH2:35][CH2:36][CH2:37][CH3:38])[C:2]2[CH:6]=[CH:5][S:4][C:3]=2[C:11]2[S:12][CH:13]=[CH:14][C:15]1=2. The yield is 0.810. (5) The reactants are [F:1][C:2]1[CH:7]=[CH:6][C:5]([CH2:8][C:9]2[CH:18]=[C:17]3[C:12]([C:13]([OH:26])=[C:14]([C:21]([O:23]CC)=O)[C:15](=[O:20])[N:16]3[CH3:19])=[N:11][CH:10]=2)=[CH:4][CH:3]=1.[CH3:27][N:28]1[CH:32]=[CH:31][CH:30]=[C:29]1[CH2:33][CH2:34][NH2:35]. No catalyst specified. The product is [F:1][C:2]1[CH:7]=[CH:6][C:5]([CH2:8][C:9]2[CH:18]=[C:17]3[C:12]([C:13]([OH:26])=[C:14]([C:21]([NH:35][CH2:34][CH2:33][C:29]4[N:28]([CH3:27])[CH:32]=[CH:31][CH:30]=4)=[O:23])[C:15](=[O:20])[N:16]3[CH3:19])=[N:11][CH:10]=2)=[CH:4][CH:3]=1. The yield is 0.860. (6) The reactants are [OH-].[K+].[CH3:3][O:4][CH2:5][CH2:6][O:7][C:8]1[CH:17]=[CH:16][C:11]([C:12]([O:14]C)=[O:13])=[CH:10][CH:9]=1.O.Cl. The catalyst is CCO. The product is [CH3:3][O:4][CH2:5][CH2:6][O:7][C:8]1[CH:17]=[CH:16][C:11]([C:12]([OH:14])=[O:13])=[CH:10][CH:9]=1. The yield is 0.700. (7) The reactants are [CH:1]1([C:4]2[CH:9]=[CH:8][C:7]([CH2:10][C:11]([O:13]C)=[O:12])=[CH:6][CH:5]=2)[CH2:3][CH2:2]1.O.[OH-].[Li+].Cl. The catalyst is C1COCC1.CO.O. The product is [CH:1]1([C:4]2[CH:9]=[CH:8][C:7]([CH2:10][C:11]([OH:13])=[O:12])=[CH:6][CH:5]=2)[CH2:2][CH2:3]1. The yield is 0.980.